Dataset: Peptide-MHC class I binding affinity with 185,985 pairs from IEDB/IMGT. Task: Regression. Given a peptide amino acid sequence and an MHC pseudo amino acid sequence, predict their binding affinity value. This is MHC class I binding data. (1) The peptide sequence is TSTLQEQIGW. The MHC is HLA-B46:01 with pseudo-sequence HLA-B46:01. The binding affinity (normalized) is 0.0437. (2) The peptide sequence is RGFYVILL. The MHC is H-2-Kb with pseudo-sequence H-2-Kb. The binding affinity (normalized) is 0.294.